Dataset: Experimentally validated miRNA-target interactions with 360,000+ pairs, plus equal number of negative samples. Task: Binary Classification. Given a miRNA mature sequence and a target amino acid sequence, predict their likelihood of interaction. (1) Result: 0 (no interaction). The protein sequence of the target gene is MGDLKSGFEEVDGVRLGYLIIKGKQMFALSQVFTDLLKNIPRTTVHKRMDHLKVKKHHCDLEELRKLKAINSIAFHAAKCTLISREDVEALYTSCKTERVLKTKRRRVGRALATKAPPPERAAAASPRPAFWKDKHQLWRGLSGAARPLPISAQSQRPGAAAARPAAHLPQIFSKYPGSHYPEIVRSPCKSSLNYETAQLQGNYVAFHSDPAYFRSLLCSKHPAAAGATCLERFHLVNSFCPPPHHHHHHHHHHHHHHHRAQQPTPSHHPSHHHRPQPHLGSFPESCSSDSESSSYSDHA.... The miRNA is hsa-miR-28-5p with sequence AAGGAGCUCACAGUCUAUUGAG. (2) The miRNA is hsa-miR-659-3p with sequence CUUGGUUCAGGGAGGGUCCCCA. The protein sequence of the target gene is MWRWIRQQLGFDPPHQSDTRTIYVANRFPQNGLYTPQKFIDNRIISSKYTVWNFVPKNLFEQFRRVANFYFLIIFLVQLMIDTPTSPVTSGLPLFFVITVTAIKQGYEDWLRHNSDNEVNGAPVYVVRSGGLVKTRSKNIRVGDIVRIAKDEIFPADLVLLSSDRLDGSCHVTTASLDGETNLKTHVAVPETALLQTVANLDTLVAVIECQQPEADLYRFMGRMIITQQMEEIVRPLGPESLLLRGARLKNTKEIFGVAVYTGMETKMALNYKSKSQKRSAVEKSMNTFLIIYLVILISE.... Result: 0 (no interaction).